This data is from Forward reaction prediction with 1.9M reactions from USPTO patents (1976-2016). The task is: Predict the product of the given reaction. (1) Given the reactants [CH3:1][Mg+].[Br-].[Cl:4][C:5]1[CH:10]=[C:9]([Cl:11])[CH:8]=[CH:7][C:6]=1[CH2:12][O:13][C@@H:14]1[C@@H:20]([CH2:21][O:22][CH2:23][C:24]2[CH:29]=[CH:28][C:27]([Cl:30])=[CH:26][C:25]=2[Cl:31])[O:19][C@H:16]([O:17][CH3:18])[C:15]1=[O:32], predict the reaction product. The product is: [Cl:4][C:5]1[CH:10]=[C:9]([Cl:11])[CH:8]=[CH:7][C:6]=1[CH2:12][O:13][C@@H:14]1[C@@H:20]([CH2:21][O:22][CH2:23][C:24]2[CH:29]=[CH:28][C:27]([Cl:30])=[CH:26][C:25]=2[Cl:31])[O:19][C@H:16]([O:17][CH3:18])[C@:15]1([CH3:1])[OH:32]. (2) Given the reactants C[O:2][C:3](=O)[CH2:4][C:5]1[CH:10]=[CH:9][C:8]([NH:11][C:12]([C:14]2[C:18]3[C:19](=[O:23])[NH:20][CH2:21][CH2:22][C:17]=3[O:16][CH:15]=2)=[O:13])=[C:7]([O:24][CH2:25][CH3:26])[N:6]=1.[H-].[Al+3].[Li+].[H-].[H-].[H-], predict the reaction product. The product is: [CH2:25]([O:24][C:7]1[C:8]([NH:11][C:12]([C:14]2[C:18]3[C:19](=[O:23])[NH:20][CH2:21][CH2:22][C:17]=3[O:16][CH:15]=2)=[O:13])=[CH:9][CH:10]=[C:5]([CH2:4][CH2:3][OH:2])[N:6]=1)[CH3:26]. (3) Given the reactants C([N:3]1[C:9]2[N:10]=[CH:11][C:12]([CH2:14][CH2:15][O:16][C:17]3[CH:25]=[CH:24][C:20]([C:21](Cl)=[O:22])=[CH:19][C:18]=3[CH3:26])=[CH:13][C:8]=2[C:7](=[O:27])[N:6]([CH3:28])[C:5]2[CH:29]=[CH:30][CH:31]=[N:32][C:4]1=2)C.[NH2:33][C:34]1[CH:43]=[CH:42][C:37]([C:38]([O:40][CH3:41])=[O:39])=[CH:36][CH:35]=1.[CH3:44][CH2:45]N(CC)CC, predict the reaction product. The product is: [CH2:44]([N:32]1[C:4]2[NH:3][C:9]3[N:10]=[CH:11][C:12]([CH2:14][CH2:15][O:16][C:17]4[CH:25]=[CH:24][C:20]([C:21]([NH:33][C:34]5[CH:35]=[CH:36][C:37]([C:38]([O:40][CH3:41])=[O:39])=[CH:42][CH:43]=5)=[O:22])=[CH:19][C:18]=4[CH3:26])=[CH:13][C:8]=3[C:7](=[O:27])[N:6]([CH3:28])[C:5]=2[CH:29]=[CH:30][CH2:31]1)[CH3:45]. (4) Given the reactants [Br:1][C:2]1[CH:3]=[CH:4][C:5]([NH:8][NH2:9])=[N:6][CH:7]=1.[C:10](Cl)(=O)[CH2:11][CH:12]([CH3:14])[CH3:13], predict the reaction product. The product is: [Br:1][C:2]1[CH:3]=[CH:4][C:5]2[N:6]([C:10]([CH2:11][CH:12]([CH3:14])[CH3:13])=[N:9][N:8]=2)[CH:7]=1. (5) Given the reactants [CH3:1][C:2]1[C:3]([CH:35]([OH:55])[C:36]2[N:40](COCC[Si](C)(C)C)[C:39]3[CH:49]=[CH:50][C:51]([C:53]#[N:54])=[CH:52][C:38]=3[N:37]=2)=[C:4]2[C:8](=[C:9]([CH3:11])[CH:10]=1)[N:7]([S:12]([C:15]1[CH:21]=[CH:20][C:18]([CH3:19])=[CH:17][CH:16]=1)(=[O:14])=[O:13])[CH:6]=[C:5]2[C:22]1[N:26](COCC[Si](C)(C)C)[N:25]=[CH:24][CH:23]=1.CC1C(C(O)C2N(COCC[Si](C)(C)C)C3C=C(C#N)C=CC=3N=2)=C2C(=C(C)C=1)N(S(C1C=CC(C)=CC=1)(=O)=O)C=C2C1N(COCC[Si](C)(C)C)N=CC=1, predict the reaction product. The product is: [CH3:1][C:2]1[C:3]([CH:35]([OH:55])[C:36]2[NH:40][C:39]3[CH:49]=[CH:50][C:51]([C:53]#[N:54])=[CH:52][C:38]=3[N:37]=2)=[C:4]2[C:8](=[C:9]([CH3:11])[CH:10]=1)[N:7]([S:12]([C:15]1[CH:16]=[CH:17][C:18]([CH3:19])=[CH:20][CH:21]=1)(=[O:14])=[O:13])[CH:6]=[C:5]2[C:22]1[NH:26][N:25]=[CH:24][CH:23]=1. (6) Given the reactants [CH3:1][N:2]([CH3:22])[CH2:3][CH2:4][N:5]1[C:14]2[C:9](=[CH:10][C:11](I)=[CH:12][CH:13]=2)[C:8](=[O:16])[C:7]([C:17]([O:19][CH2:20][CH3:21])=[O:18])=[CH:6]1.[CH:23]([NH:26][C:27](=[O:47])[NH:28][C:29]1[N:34]=[CH:33][C:32](B(O)O)=[C:31]([C:38]2[S:39][CH:40]=[C:41]([C:43]([F:46])([F:45])[F:44])[N:42]=2)[CH:30]=1)([CH3:25])[CH3:24].C(=O)(O)[O-].[Na+], predict the reaction product. The product is: [CH3:1][N:2]([CH3:22])[CH2:3][CH2:4][N:5]1[C:14]2[C:9](=[CH:10][C:11]([C:32]3[CH:33]=[N:34][C:29]([NH:28][C:27]([NH:26][CH:23]([CH3:25])[CH3:24])=[O:47])=[CH:30][C:31]=3[C:38]3[S:39][CH:40]=[C:41]([C:43]([F:46])([F:44])[F:45])[N:42]=3)=[CH:12][CH:13]=2)[C:8](=[O:16])[C:7]([C:17]([O:19][CH2:20][CH3:21])=[O:18])=[CH:6]1.